Dataset: Forward reaction prediction with 1.9M reactions from USPTO patents (1976-2016). Task: Predict the product of the given reaction. (1) Given the reactants [Cl:1][C:2]1[N:6]2[CH:7]=[C:8]([CH:15]3[CH2:17][CH2:16]3)[CH:9]=[C:10]([C:11]([F:14])([F:13])[F:12])[C:5]2=[N:4][C:3]=1[C:18]([N:20]1[CH2:25][CH2:24][C@H:23]([N:26]2[CH2:30][CH2:29][CH2:28][C:27]2=[O:31])[C@H:22]([O:32][Si](C(C)(C)C)(C)C)[CH2:21]1)=[O:19].C1COCC1.CCCC[N+](CCCC)(CCCC)CCCC.[F-], predict the reaction product. The product is: [Cl:1][C:2]1[N:6]2[CH:7]=[C:8]([CH:15]3[CH2:17][CH2:16]3)[CH:9]=[C:10]([C:11]([F:14])([F:12])[F:13])[C:5]2=[N:4][C:3]=1[C:18]([N:20]1[CH2:25][CH2:24][C@H:23]([N:26]2[CH2:30][CH2:29][CH2:28][C:27]2=[O:31])[C@H:22]([OH:32])[CH2:21]1)=[O:19]. (2) Given the reactants [CH3:1][C:2]1[N:11]=[CH:10][C:9]([C:12]2[CH:17]=[CH:16][C:15]([C:18]3[CH:19]=[N:20][N:21]([CH3:23])[CH:22]=3)=[CH:14][CH:13]=2)=[C:8]2[C:3]=1[CH:4]=[CH:5][C:6]([C:24]#[N:25])=[N:7]2.[OH:26]S(O)(=O)=O.[OH-].[Na+].C([O-])(O)=O.[Na+], predict the reaction product. The product is: [CH3:1][C:2]1[N:11]=[CH:10][C:9]([C:12]2[CH:13]=[CH:14][C:15]([C:18]3[CH:19]=[N:20][N:21]([CH3:23])[CH:22]=3)=[CH:16][CH:17]=2)=[C:8]2[C:3]=1[CH:4]=[CH:5][C:6]([C:24]([NH2:25])=[O:26])=[N:7]2. (3) Given the reactants Cl.CN(C)CCCN=C=NCC.[Cl:13][C:14]1[CH:15]=[C:16]([CH:21]([NH2:23])[CH3:22])[CH:17]=[CH:18][C:19]=1[Cl:20].[F:24][C:25]1[CH:26]=[C:27]([CH:31]=[CH:32][CH:33]=1)[C:28](O)=[O:29], predict the reaction product. The product is: [Cl:13][C:14]1[CH:15]=[C:16]([CH:21]([NH:23][C:28](=[O:29])[C:27]2[CH:31]=[CH:32][CH:33]=[C:25]([F:24])[CH:26]=2)[CH3:22])[CH:17]=[CH:18][C:19]=1[Cl:20]. (4) The product is: [Cl:2][CH2:3][CH2:4][N:5]([CH2:6][CH2:7][Cl:8])[S:22]([C:19]1[CH:20]=[CH:21][C:16]([CH3:26])=[CH:17][CH:18]=1)(=[O:24])=[O:23]. Given the reactants Cl.[Cl:2][CH2:3][CH2:4][NH:5][CH2:6][CH2:7][Cl:8].C(N(CC)CC)C.[C:16]1([CH3:26])[CH:21]=[CH:20][C:19]([S:22](Cl)(=[O:24])=[O:23])=[CH:18][CH:17]=1, predict the reaction product. (5) Given the reactants [Cl:1][C:2]1[N:11]=[C:10](Cl)[C:9]2[C:4](=[CH:5][CH:6]=[C:7]([CH3:13])[CH:8]=2)[N:3]=1.C(N(CC)CC)C.[C:21]([O:25][C:26]([NH:28][C@@H:29]1[CH2:34][CH2:33][CH2:32][CH2:31][C@@H:30]1[NH2:35])=[O:27])([CH3:24])([CH3:23])[CH3:22], predict the reaction product. The product is: [Cl:1][C:2]1[N:11]=[C:10]([NH:35][C@H:30]2[CH2:31][CH2:32][CH2:33][CH2:34][C@H:29]2[NH:28][C:26](=[O:27])[O:25][C:21]([CH3:23])([CH3:22])[CH3:24])[C:9]2[C:4](=[CH:5][CH:6]=[C:7]([CH3:13])[CH:8]=2)[N:3]=1.